Dataset: Full USPTO retrosynthesis dataset with 1.9M reactions from patents (1976-2016). Task: Predict the reactants needed to synthesize the given product. (1) Given the product [CH:1]([NH:4][C:5]1[N:6]=[C:7]2[C:13]([CH:14]=[CH:15][C:16]([NH2:18])=[O:17])=[CH:12][NH:11][C:8]2=[N:9][CH:10]=1)([CH3:3])[CH3:2], predict the reactants needed to synthesize it. The reactants are: [CH:1]([NH:4][C:5]1[N:6]=[C:7]2[C:13]([CH:14]=[CH:15][C:16]([NH2:18])=[O:17])=[CH:12][N:11](S(C3C=CC(C)=CC=3)(=O)=O)[C:8]2=[N:9][CH:10]=1)([CH3:3])[CH3:2].[OH-].[Li+]. (2) Given the product [CH3:2][O:3][C:4]([CH2:6][NH:7][C:8]1[N:13]=[CH:12][C:11](/[CH:14]=[CH:15]/[C:16]([N:30]([CH3:31])[CH2:29][C:28]2[C:27]3[C:22](=[CH:23][CH:24]=[CH:25][CH:26]=3)[NH:21][C:20]=2[CH3:19])=[O:18])=[CH:10][CH:9]=1)=[O:5], predict the reactants needed to synthesize it. The reactants are: Cl.[CH3:2][O:3][C:4]([CH2:6][NH:7][C:8]1[N:13]=[CH:12][C:11](/[CH:14]=[CH:15]/[C:16]([OH:18])=O)=[CH:10][CH:9]=1)=[O:5].[CH3:19][C:20]1[NH:21][C:22]2[C:27]([C:28]=1[CH2:29][NH:30][CH3:31])=[CH:26][CH:25]=[CH:24][CH:23]=2.CCN(CC)CC.C1C=CC2N(O)N=NC=2C=1.O.C(Cl)CCl.